This data is from Catalyst prediction with 721,799 reactions and 888 catalyst types from USPTO. The task is: Predict which catalyst facilitates the given reaction. Reactant: C(NC(C)C)(C)C.C([Li])CCC.C([N-]C(C)C)(C)C.[Li+].[CH3:21][C:22]1[CH:38]=[CH:37][CH:36]=[CH:35][C:23]=1[C:24]([NH:26][CH2:27][C:28]1[CH:33]=[CH:32][C:31]([CH3:34])=[CH:30][CH:29]=1)=[O:25].CO[C:41](=O)[C:42]1[CH:47]=[CH:46][CH:45]=[C:44]([CH3:48])[CH:43]=1. Product: [CH3:34][C:31]1[CH:30]=[CH:29][C:28]([CH2:27][N:26]2[C:41]([C:42]3[CH:43]=[C:44]([CH3:48])[CH:45]=[CH:46][CH:47]=3)=[CH:21][C:22]3[C:23](=[CH:35][CH:36]=[CH:37][CH:38]=3)[C:24]2=[O:25])=[CH:33][CH:32]=1. The catalyst class is: 134.